This data is from Full USPTO retrosynthesis dataset with 1.9M reactions from patents (1976-2016). The task is: Predict the reactants needed to synthesize the given product. (1) Given the product [Cl:22][C:23]1[CH:31]=[CH:30][C:26]([C:27]([C:3]2[CH:4]=[CH:5][CH:6]=[CH:7][C:2]=2[CH3:1])=[O:28])=[C:25]([CH3:32])[CH:24]=1, predict the reactants needed to synthesize it. The reactants are: [CH3:1][C:2]1[CH:7]=[CH:6][CH:5]=[CH:4][C:3]=1B(O)O.ClC1C=CC(C)=C(B(O)O)C=1.[Cl:22][C:23]1[CH:31]=[CH:30][C:26]([C:27](Cl)=[O:28])=[C:25]([CH3:32])[CH:24]=1. (2) Given the product [C:1]([O:5][C:6]([N:8]1[CH2:12][CH2:11][CH2:10][CH:9]1[C:13]1[NH:14][C:15]([C:18]2[CH:23]=[CH:22][C:21]([C:24]3[S:25][C:26]([B:30]4[O:34][C:33]([CH3:36])([CH3:35])[C:32]([CH3:38])([CH3:37])[O:31]4)=[CH:27][CH:28]=3)=[CH:20][CH:19]=2)=[CH:16][N:17]=1)=[O:7])([CH3:4])([CH3:3])[CH3:2], predict the reactants needed to synthesize it. The reactants are: [C:1]([O:5][C:6]([N:8]1[CH2:12][CH2:11][CH2:10][CH:9]1[C:13]1[NH:14][C:15]([C:18]2[CH:23]=[CH:22][C:21]([C:24]3[S:25][C:26](Br)=[CH:27][CH:28]=3)=[CH:20][CH:19]=2)=[CH:16][N:17]=1)=[O:7])([CH3:4])([CH3:3])[CH3:2].[B:30]1([B:30]2[O:34][C:33]([CH3:36])([CH3:35])[C:32]([CH3:38])([CH3:37])[O:31]2)[O:34][C:33]([CH3:36])([CH3:35])[C:32]([CH3:38])([CH3:37])[O:31]1.C([O-])(=O)C.[K+]. (3) Given the product [C:34]([NH:1][CH:2]1[CH2:8][O:7][C:6]2[N:9]=[CH:10][C:11]([NH:13][C:14](=[O:23])[C:15]3[C:20]([Cl:21])=[CH:19][CH:18]=[CH:17][C:16]=3[Cl:22])=[CH:12][C:5]=2[N:4]([S:24]([C:27]2[CH:28]=[C:29]([CH3:33])[CH:30]=[CH:31][CH:32]=2)(=[O:25])=[O:26])[CH2:3]1)(=[O:36])[CH3:35], predict the reactants needed to synthesize it. The reactants are: [NH2:1][CH:2]1[CH2:8][O:7][C:6]2[N:9]=[CH:10][C:11]([NH:13][C:14](=[O:23])[C:15]3[C:20]([Cl:21])=[CH:19][CH:18]=[CH:17][C:16]=3[Cl:22])=[CH:12][C:5]=2[N:4]([S:24]([C:27]2[CH:28]=[C:29]([CH3:33])[CH:30]=[CH:31][CH:32]=2)(=[O:26])=[O:25])[CH2:3]1.[C:34](OC(=O)C)(=[O:36])[CH3:35]. (4) Given the product [C:15]([NH:19][CH2:6][CH2:7][C:8]#[C:9][C:10]1[S:11][CH:12]=[CH:13][CH:14]=1)([CH3:18])([CH3:17])[CH3:16], predict the reactants needed to synthesize it. The reactants are: CS(O[CH2:6][CH2:7][C:8]#[C:9][C:10]1[S:11][CH:12]=[CH:13][CH:14]=1)(=O)=O.[C:15]([NH2:19])([CH3:18])([CH3:17])[CH3:16]. (5) Given the product [F:11][C:8]([F:10])([F:9])[C:7]1[C:2]2[N:1]=[C:17]([CH2:18][N:19]3[CH2:24][CH2:23][N:22]([C:25]([O:27][C:28]([CH3:30])([CH3:29])[CH3:31])=[O:26])[CH2:21][C:20]3=[O:32])[NH:16][C:3]=2[CH:4]=[C:5]([C:12]([F:15])([F:13])[F:14])[CH:6]=1, predict the reactants needed to synthesize it. The reactants are: [NH2:1][C:2]1[C:7]([C:8]([F:11])([F:10])[F:9])=[CH:6][C:5]([C:12]([F:15])([F:14])[F:13])=[CH:4][C:3]=1[NH:16][C:17](=O)[CH2:18][N:19]1[CH2:24][CH2:23][N:22]([C:25]([O:27][C:28]([CH3:31])([CH3:30])[CH3:29])=[O:26])[CH2:21][C:20]1=[O:32]. (6) Given the product [ClH:12].[C:4]([NH2:13])(=[NH:5])[C:6]1[CH:11]=[CH:10][N:9]=[CH:8][CH:7]=1, predict the reactants needed to synthesize it. The reactants are: C[O-].[Na+].[C:4]([C:6]1[CH:11]=[CH:10][N:9]=[CH:8][CH:7]=1)#[N:5].[Cl-:12].[NH4+:13]. (7) Given the product [Br:1][C:2]1[CH:3]=[C:4]2[C:5](=[CH:10][CH:11]=1)[C:6](=[O:8])[N:14]([C:15]([CH3:23])([CH3:22])[CH2:16][C:17]([O:19][CH2:20][CH3:21])=[O:18])[CH2:12]2, predict the reactants needed to synthesize it. The reactants are: [Br:1][C:2]1[CH:11]=[CH:10][C:5]([C:6]([O:8]C)=O)=[C:4]([CH2:12]Br)[CH:3]=1.[NH2:14][C:15]([CH3:23])([CH3:22])[CH2:16][C:17]([O:19][CH2:20][CH3:21])=[O:18].C(N(CC)CC)C.